This data is from Peptide-MHC class I binding affinity with 185,985 pairs from IEDB/IMGT. The task is: Regression. Given a peptide amino acid sequence and an MHC pseudo amino acid sequence, predict their binding affinity value. This is MHC class I binding data. (1) The binding affinity (normalized) is 0.0847. The MHC is HLA-A11:01 with pseudo-sequence HLA-A11:01. The peptide sequence is EVIEQWHSL. (2) The peptide sequence is TNFESFTVK. The MHC is HLA-A03:01 with pseudo-sequence HLA-A03:01. The binding affinity (normalized) is 0.455. (3) The MHC is HLA-A30:02 with pseudo-sequence HLA-A30:02. The binding affinity (normalized) is 0.822. The peptide sequence is RGDLPVWLAY. (4) The peptide sequence is NTGFDWITDY. The MHC is HLA-A26:01 with pseudo-sequence HLA-A26:01. The binding affinity (normalized) is 0.0859. (5) The peptide sequence is HVCYFSHPY. The MHC is HLA-A03:01 with pseudo-sequence HLA-A03:01. The binding affinity (normalized) is 0.0847. (6) The peptide sequence is RPMTYKAAL. The MHC is HLA-B15:01 with pseudo-sequence HLA-B15:01. The binding affinity (normalized) is 0.0447. (7) The peptide sequence is YTSGKRSNT. The MHC is HLA-A02:01 with pseudo-sequence HLA-A02:01. The binding affinity (normalized) is 0. (8) The peptide sequence is SQRVEFLEY. The MHC is HLA-A29:02 with pseudo-sequence HLA-A29:02. The binding affinity (normalized) is 0.633. (9) The peptide sequence is YSLAGSSPF. The MHC is HLA-A68:23 with pseudo-sequence YYAMYRNNVAQTDVDTLYIRYRDYTWAVWAYTWY. The binding affinity (normalized) is 0.299. (10) The peptide sequence is WPEIVGAIV. The MHC is HLA-B08:02 with pseudo-sequence HLA-B08:02. The binding affinity (normalized) is 0.0847.